Dataset: Forward reaction prediction with 1.9M reactions from USPTO patents (1976-2016). Task: Predict the product of the given reaction. (1) Given the reactants [CH3:1][O:2][C:3](=[O:24])[C@H:4]([CH:21]([CH3:23])[CH3:22])[NH:5][CH2:6][C:7]1[CH:12]=[CH:11][C:10]([C:13]2[CH:18]=[CH:17][CH:16]=[CH:15][C:14]=2[C:19]#[N:20])=[CH:9][CH:8]=1.[C:25]([Cl:31])(=[O:30])[CH2:26][CH2:27][CH2:28][CH3:29], predict the reaction product. The product is: [CH3:1][O:2][C:3](=[O:24])[C@H:4]([CH:21]([CH3:22])[CH3:23])[N:5]([CH2:6][C:7]1[CH:12]=[CH:11][C:10]([C:13]2[CH:18]=[CH:17][CH:16]=[CH:15][C:14]=2[C:19]#[N:20])=[CH:9][CH:8]=1)[C:25](=[O:30])[CH2:26][CH2:27][CH2:28][CH3:29].[C:25]([Cl:31])(=[O:30])[CH2:26][CH2:27][CH2:28][CH3:29]. (2) Given the reactants [NH2:1][C:2]1[N:7]=[C:6]([C:8]2[O:9][CH:10]=[CH:11][CH:12]=2)[C:5]([C:13]#[N:14])=[C:4](S(C)=O)[N:3]=1.[CH3:18][O:19][C:20]1[CH:21]=[C:22]([CH:25]=[CH:26][CH:27]=1)[CH2:23][NH2:24], predict the reaction product. The product is: [NH2:1][C:2]1[N:7]=[C:6]([C:8]2[O:9][CH:10]=[CH:11][CH:12]=2)[C:5]([C:13]#[N:14])=[C:4]([NH:24][CH2:23][C:22]2[CH:25]=[CH:26][CH:27]=[C:20]([O:19][CH3:18])[CH:21]=2)[N:3]=1. (3) Given the reactants Br[C:2]1[CH:7]=[CH:6][C:5]([C:8]2[N:12]([CH2:13][C@@H:14]3[CH2:18][CH2:17][N:16]([C:19]([CH:21]4[CH2:23][CH2:22]4)=[O:20])[CH2:15]3)[CH:11]=[N:10][N:9]=2)=[C:4]([F:24])[CH:3]=1.CC1(C)C(C)(C)OB([C:33]2[CH:34]=[CH:35][C:36]3[O:40][CH:39]=[CH:38][C:37]=3[CH:41]=2)O1.[O-]S([O-])(=O)=O.[Na+].[Na+], predict the reaction product. The product is: [O:40]1[C:36]2[CH:35]=[CH:34][C:33]([C:2]3[CH:7]=[CH:6][C:5]([C:8]4[N:12]([CH2:13][C@@H:14]5[CH2:18][CH2:17][N:16]([C:19]([CH:21]6[CH2:23][CH2:22]6)=[O:20])[CH2:15]5)[CH:11]=[N:10][N:9]=4)=[C:4]([F:24])[CH:3]=3)=[CH:41][C:37]=2[CH:38]=[CH:39]1. (4) Given the reactants Br[C:2]1[CH:15]=[CH:14][C:5]([O:6][CH2:7][CH2:8][N:9]([CH2:12][CH3:13])[CH2:10][CH3:11])=[C:4]([F:16])[CH:3]=1.[CH3:17][C:18]1([CH3:34])[C:22]([CH3:24])([CH3:23])[O:21][B:20]([B:20]2[O:21][C:22]([CH3:24])([CH3:23])[C:18]([CH3:34])([CH3:17])[O:19]2)[O:19]1.CC([O-])=O.[K+], predict the reaction product. The product is: [CH2:10]([N:9]([CH2:12][CH3:13])[CH2:8][CH2:7][O:6][C:5]1[CH:14]=[CH:15][C:2]([B:20]2[O:21][C:22]([CH3:24])([CH3:23])[C:18]([CH3:34])([CH3:17])[O:19]2)=[CH:3][C:4]=1[F:16])[CH3:11].